From a dataset of Reaction yield outcomes from USPTO patents with 853,638 reactions. Predict the reaction yield, written as a fraction of the theoretical maximum amount of product (1.0 means a 100% yield; for example, 0.34 means a 34% yield). (1) The reactants are [C:1]([O:5][C:6]([N:8]1[CH2:13][CH2:12][CH:11]([C:14]2[C:19](Cl)=[N:18][CH:17]=[CH:16][N:15]=2)[CH2:10][CH2:9]1)=[O:7])([CH3:4])([CH3:3])[CH3:2].[NH:21]1[CH2:26][CH2:25][CH:24]([CH2:27][OH:28])[CH2:23][CH2:22]1.CCN(CC)CC. The catalyst is CS(C)=O.O. The product is [C:1]([O:5][C:6]([N:8]1[CH2:13][CH2:12][CH:11]([C:14]2[C:19]([N:21]3[CH2:26][CH2:25][CH:24]([CH2:27][OH:28])[CH2:23][CH2:22]3)=[N:18][CH:17]=[CH:16][N:15]=2)[CH2:10][CH2:9]1)=[O:7])([CH3:4])([CH3:3])[CH3:2]. The yield is 0.803. (2) The reactants are [CH2:1]([N:8]([CH2:19][CH2:20][OH:21])[C:9](=[O:18])[C:10]1[CH:15]=[CH:14][N+:13]([O-:16])=[CH:12][C:11]=1F)[C:2]1[CH:7]=[CH:6][CH:5]=[CH:4][CH:3]=1.[H-].[Na+].O. The catalyst is C1COCC1. The product is [CH2:1]([N:8]1[C:9](=[O:18])[C:10]2[CH:15]=[CH:14][N+:13]([O-:16])=[CH:12][C:11]=2[O:21][CH2:20][CH2:19]1)[C:2]1[CH:7]=[CH:6][CH:5]=[CH:4][CH:3]=1. The yield is 0.480. (3) The product is [Br:1][C:2]1[C:10]2[C:9]3[CH2:11][N:38]([CH2:37][C:36]([F:40])([F:39])[F:35])[C:15](=[O:17])[C@H:14]([CH2:19][C:20]([O:22][CH3:23])=[O:21])[CH2:13][C:8]=3[CH:7]=[C:6]([Br:24])[C:5]=2[NH:4][N:3]=1. The yield is 0.450. The reactants are [Br:1][C:2]1[C:10]2[C:5](=[C:6]([Br:24])[CH:7]=[C:8]([CH2:13][C@@H:14]([CH2:19][C:20]([O:22][CH3:23])=[O:21])[C:15]([O:17]C)=O)[C:9]=2[CH2:11]O)[NH:4][N:3]=1.S(Cl)(Cl)=O.C(=O)([O-])[O-].[K+].[K+].[F:35][C:36]([F:40])([F:39])[CH2:37][NH2:38].C(O)(=O)C. The catalyst is C(#N)C.C(OCC)(=O)C. (4) The reactants are [CH3:1][C:2]1[CH:7]=[CH:6][C:5]([NH2:8])=[C:4]([N+:9]([O-:11])=[O:10])[CH:3]=1.[CH:12](=O)[C:13]1[CH:18]=[CH:17][CH:16]=[CH:15][CH:14]=1.C(O[BH-](OC(=O)C)OC(=O)C)(=O)C.[Na+].C(O)(=O)C. The catalyst is ClCCl. The product is [CH2:12]([NH:8][C:5]1[CH:6]=[CH:7][C:2]([CH3:1])=[CH:3][C:4]=1[N+:9]([O-:11])=[O:10])[C:13]1[CH:18]=[CH:17][CH:16]=[CH:15][CH:14]=1. The yield is 0.940. (5) The reactants are [OH-].[Na+].C[O:4][C:5](=[O:22])[C:6]1[CH:11]=[CH:10][C:9]([CH2:12][NH:13][C:14]([O:16][C:17]([CH3:20])([CH3:19])[CH3:18])=[O:15])=[C:8]([Br:21])[CH:7]=1. The catalyst is O.CO. The product is [Br:21][C:8]1[CH:7]=[C:6]([CH:11]=[CH:10][C:9]=1[CH2:12][NH:13][C:14]([O:16][C:17]([CH3:20])([CH3:19])[CH3:18])=[O:15])[C:5]([OH:22])=[O:4]. The yield is 0.994.